This data is from Forward reaction prediction with 1.9M reactions from USPTO patents (1976-2016). The task is: Predict the product of the given reaction. (1) Given the reactants O[CH2:2][CH:3]1[CH2:7][N:6]([C:8]2[CH:9]=[N:10][N:11]3[CH2:16][C@H:15]([CH3:17])[N:14]([C:18]([O:20][C:21]([CH3:24])([CH3:23])[CH3:22])=[O:19])[CH2:13][C:12]=23)[C:5](=[O:25])[CH2:4]1.CS(Cl)(=O)=O.[N-:31]=[N+:32]=[N-:33].[Na+], predict the reaction product. The product is: [N:31]([CH2:2][CH:3]1[CH2:7][N:6]([C:8]2[CH:9]=[N:10][N:11]3[CH2:16][C@H:15]([CH3:17])[N:14]([C:18]([O:20][C:21]([CH3:22])([CH3:23])[CH3:24])=[O:19])[CH2:13][C:12]=23)[C:5](=[O:25])[CH2:4]1)=[N+:32]=[N-:33]. (2) Given the reactants [CH3:1][O:2][C:3]([CH:5]=[CH:6][C:7]1[CH:15]=[CH:14][C:10]([C:11]([OH:13])=[O:12])=[CH:9][CH:8]=1)=[O:4].[H][H], predict the reaction product. The product is: [CH3:1][O:2][C:3]([CH2:5][CH2:6][C:7]1[CH:15]=[CH:14][C:10]([C:11]([OH:13])=[O:12])=[CH:9][CH:8]=1)=[O:4]. (3) Given the reactants C([O:3][C:4](=[O:20])[C@@H:5]([O:18][CH3:19])[CH2:6][C:7]1[CH:12]=[CH:11][C:10]([O:13][CH2:14][CH2:15][CH2:16]Br)=[CH:9][CH:8]=1)C.[O:21]1[C:25]2[CH:26]=[CH:27][C:28]([OH:30])=[CH:29][C:24]=2[O:23][CH2:22]1.[OH-].[Na+], predict the reaction product. The product is: [O:21]1[C:25]2[CH:26]=[CH:27][C:28]([O:30][CH2:16][CH2:15][CH2:14][O:13][C:10]3[CH:9]=[CH:8][C:7]([CH2:6][C@H:5]([O:18][CH3:19])[C:4]([OH:3])=[O:20])=[CH:12][CH:11]=3)=[CH:29][C:24]=2[O:23][CH2:22]1. (4) Given the reactants [CH3:1][O:2][C:3](=[O:65])[CH2:4][NH:5][C:6]([C:8]1([NH:11][C:12](=[O:64])[C@H:13]([NH:35][C:36](=[O:63])[C@H:37]([NH:45][C:46](OCC2C3C=CC=CC=3C3C2=CC=CC=3)=[O:47])[CH2:38][C:39]2[CH:44]=[CH:43][CH:42]=[CH:41][CH:40]=2)[CH2:14][S:15][C:16]([C:29]2[CH:34]=[CH:33][CH:32]=[CH:31][CH:30]=2)([C:23]2[CH:28]=[CH:27][CH:26]=[CH:25][CH:24]=2)[C:17]2[CH:22]=[CH:21][CH:20]=[CH:19][CH:18]=2)[CH2:10][CH2:9]1)=[O:7].N([CH2:69][CH3:70])CC.[OH:71][C@H:72](/[CH:77]=[CH:78]/[CH2:79][CH2:80][S:81][C:82](C1C=CC=CC=1)([C:89]1[CH:94]=[CH:93][CH:92]=[CH:91][CH:90]=1)[C:83]1[CH:88]=[CH:87][CH:86]=[CH:85][CH:84]=1)[CH2:73]C(O)=O.[CH2:101]1[CH2:105]N([P+](ON2N=NC3C=CC=CC2=3)(N2CCCC2)N2CCCC2)[CH2:103][CH2:102]1.F[P-](F)(F)(F)(F)F.C(N(C(C)C)C(C)C)C, predict the reaction product. The product is: [CH3:1][O:2][C:3](=[O:65])[CH2:4][NH:5][C:6]([C:8]1([NH:11][C:12](=[O:64])[C@H:13]([NH:35][C:36](=[O:63])[C@H:37]([NH:45][C:46](=[O:47])[CH2:73][C@H:72]([OH:71])/[CH:77]=[CH:78]/[CH2:79][CH2:80][S:81][C:82]([C:70]2[CH:69]=[CH:103][CH:102]=[CH:101][CH:105]=2)([C:89]2[CH:90]=[CH:91][CH:92]=[CH:93][CH:94]=2)[C:83]2[CH:84]=[CH:85][CH:86]=[CH:87][CH:88]=2)[CH2:38][C:39]2[CH:40]=[CH:41][CH:42]=[CH:43][CH:44]=2)[CH2:14][S:15][C:16]([C:29]2[CH:34]=[CH:33][CH:32]=[CH:31][CH:30]=2)([C:23]2[CH:28]=[CH:27][CH:26]=[CH:25][CH:24]=2)[C:17]2[CH:18]=[CH:19][CH:20]=[CH:21][CH:22]=2)[CH2:9][CH2:10]1)=[O:7].